From a dataset of Forward reaction prediction with 1.9M reactions from USPTO patents (1976-2016). Predict the product of the given reaction. (1) Given the reactants [CH3:1][C:2]([CH3:27])([CH3:26])[C:3]#[C:4][C:5]1[S:9][C:8]([C:10]([O:12][CH3:13])=[O:11])=[C:7]([NH:14][C@H:15]2[CH2:21][CH2:20][CH2:19][CH2:18][N:17]([CH:22]([CH3:24])[CH3:23])[C:16]2=[O:25])[CH:6]=1.[CH3:28][C@H:29]1[CH2:34][CH2:33][C@H:32]([C:35](Cl)=[O:36])[CH2:31][CH2:30]1, predict the reaction product. The product is: [CH3:27][C:2]([CH3:1])([CH3:26])[C:3]#[C:4][C:5]1[S:9][C:8]([C:10]([O:12][CH3:13])=[O:11])=[C:7]([N:14]([C@H:15]2[CH2:21][CH2:20][CH2:19][CH2:18][N:17]([CH:22]([CH3:23])[CH3:24])[C:16]2=[O:25])[C:35]([C@H:32]2[CH2:33][CH2:34][C@H:29]([CH3:28])[CH2:30][CH2:31]2)=[O:36])[CH:6]=1. (2) Given the reactants [CH3:1][O:2][C:3]1[CH:8]=[CH:7][CH:6]=[CH:5][C:4]=1[N:9]1[CH2:14][CH2:13][NH:12][CH2:11][CH2:10]1.C(=O)([O-])[O-].[K+].[K+].Cl[CH2:22][C:23]([NH:25][C:26]1[CH:31]=[CH:30][CH:29]=[CH:28][N:27]=1)=[O:24].[I-].[Na+], predict the reaction product. The product is: [CH3:1][O:2][C:3]1[CH:8]=[CH:7][CH:6]=[CH:5][C:4]=1[N:9]1[CH2:14][CH2:13][N:12]([CH2:22][C:23]([NH:25][C:26]2[CH:31]=[CH:30][CH:29]=[CH:28][N:27]=2)=[O:24])[CH2:11][CH2:10]1. (3) Given the reactants [Cl:1][C:2]1C=[C:6]([N:8]2[CH2:13][CH2:12][CH:11]([C:14]([O:16]CC)=O)[CH2:10][CH2:9]2)[CH:5]=[CH:4][N:3]=1.Cl.Cl.[NH2:21][CH2:22][CH2:23][O:24][C:25]1[CH:30]=[C:29]([C:31]#[N:32])[CH:28]=[CH:27][C:26]=1[CH2:33][CH2:34][C:35]([O:37][CH2:38][CH3:39])=[O:36].C([N:42](CC)CC)C, predict the reaction product. The product is: [C:31]([C:29]1[CH:28]=[CH:27][C:26]([CH2:33][CH2:34][C:35]([O:37][CH2:38][CH3:39])=[O:36])=[C:25]([O:24][CH2:23][CH2:22][NH:21][C:14]([CH:11]2[CH2:10][CH2:9][N:8]([C:6]3[CH:5]=[CH:4][N:3]=[C:2]([Cl:1])[N:42]=3)[CH2:13][CH2:12]2)=[O:16])[CH:30]=1)#[N:32].